This data is from Full USPTO retrosynthesis dataset with 1.9M reactions from patents (1976-2016). The task is: Predict the reactants needed to synthesize the given product. (1) The reactants are: [Br:1][C:2]1[CH:7]=[CH:6][N:5]=[C:4]([OH:8])[CH:3]=1.[CH2:9](Br)[C:10]1[CH:15]=[CH:14][CH:13]=[CH:12][CH:11]=1. Given the product [CH2:9]([O:8][C:4]1[CH:3]=[C:2]([Br:1])[CH:7]=[CH:6][N:5]=1)[C:10]1[CH:15]=[CH:14][CH:13]=[CH:12][CH:11]=1, predict the reactants needed to synthesize it. (2) Given the product [NH2:42][C:26]1[CH:25]=[CH:24][CH:23]=[C:22]2[C:27]=1[CH:28]=[C:29]([C:30]1[CH:35]=[C:34]([CH:36]([CH3:37])[CH3:38])[C:33]([F:39])=[CH:32][C:31]=1[O:40][CH3:41])[C:20]([CH2:19][N:15]1[C@@H:14]([CH3:45])[C@@H:13]([C:5]3[CH:6]=[C:7]([C:9]([F:10])([F:11])[F:12])[CH:8]=[C:3]([C:2]([F:47])([F:1])[F:46])[CH:4]=3)[O:17][C:16]1=[O:18])=[CH:21]2, predict the reactants needed to synthesize it. The reactants are: [F:1][C:2]([F:47])([F:46])[C:3]1[CH:4]=[C:5]([C@H:13]2[O:17][C:16](=[O:18])[N:15]([CH2:19][C:20]3[C:29]([C:30]4[CH:35]=[C:34]([CH:36]([CH3:38])[CH3:37])[C:33]([F:39])=[CH:32][C:31]=4[O:40][CH3:41])=[CH:28][C:27]4[C:22](=[CH:23][CH:24]=[CH:25][C:26]=4[N+:42]([O-])=O)[CH:21]=3)[C@H:14]2[CH3:45])[CH:6]=[C:7]([C:9]([F:12])([F:11])[F:10])[CH:8]=1. (3) Given the product [CH2:35]1[C:36]2[C:41](=[CH:40][CH:39]=[CH:38][CH:37]=2)[CH2:42][CH2:43][N:34]1[CH2:33][CH:32]([OH:44])[CH2:31][NH:30][C:4](=[O:29])[CH2:5][O:6][C:7]1[CH:8]=[C:9]2[C:13](=[CH:14][CH:15]=1)[N:12]([CH:16]1[CH2:17][CH2:18][N:19]([C:22]([O:24][C:25]([CH3:28])([CH3:27])[CH3:26])=[O:23])[CH2:20][CH2:21]1)[N:11]=[CH:10]2, predict the reactants needed to synthesize it. The reactants are: C(O[C:4](=[O:29])[CH2:5][O:6][C:7]1[CH:8]=[C:9]2[C:13](=[CH:14][CH:15]=1)[N:12]([CH:16]1[CH2:21][CH2:20][N:19]([C:22]([O:24][C:25]([CH3:28])([CH3:27])[CH3:26])=[O:23])[CH2:18][CH2:17]1)[N:11]=[CH:10]2)C.[NH2:30][CH2:31][CH:32]([OH:44])[CH2:33][N:34]1[CH2:43][CH2:42][C:41]2[C:36](=[CH:37][CH:38]=[CH:39][CH:40]=2)[CH2:35]1. (4) The reactants are: [F:1][C:2]([F:43])([F:42])[C:3]1[CH:4]=[C:5]([C@H:13]([N:15]([CH3:41])[C:16]([N:18]2[CH2:32][CH2:31][C@:21]3([NH:25][C@@:24]([CH3:30])([C:26](OC)=[O:27])[CH2:23][CH2:22]3)[CH2:20][C@@H:19]2[C:33]2[CH:38]=[CH:37][C:36]([F:39])=[CH:35][C:34]=2[CH3:40])=[O:17])[CH3:14])[CH:6]=[C:7]([C:9]([F:12])([F:11])[F:10])[CH:8]=1.[NH3:44]. Given the product [F:10][C:9]([F:11])([F:12])[C:7]1[CH:6]=[C:5]([C@H:13]([N:15]([CH3:41])[C:16]([N:18]2[CH2:32][CH2:31][C@:21]3([NH:25][C@@:24]([CH3:30])([C:26]([NH2:44])=[O:27])[CH2:23][CH2:22]3)[CH2:20][C@@H:19]2[C:33]2[CH:38]=[CH:37][C:36]([F:39])=[CH:35][C:34]=2[CH3:40])=[O:17])[CH3:14])[CH:4]=[C:3]([C:2]([F:43])([F:1])[F:42])[CH:8]=1, predict the reactants needed to synthesize it. (5) Given the product [F:7][C:11]1([C:39]2[S:40][CH:41]=[CH:42][N:43]=2)[CH2:16][CH2:15][CH:14]([N:17]2[CH2:21][CH2:20][C@@H:19]([NH:22][C:23](=[O:38])[CH2:24][NH:25][C:26](=[O:37])[C:27]3[CH:32]=[CH:31][CH:30]=[C:29]([C:33]([F:36])([F:35])[F:34])[CH:28]=3)[CH2:18]2)[CH2:13][CH2:12]1, predict the reactants needed to synthesize it. The reactants are: CCN(S(F)(F)[F:7])CC.O[C:11]1([C:39]2[S:40][CH:41]=[CH:42][N:43]=2)[CH2:16][CH2:15][CH:14]([N:17]2[CH2:21][CH2:20][C@@H:19]([NH:22][C:23](=[O:38])[CH2:24][NH:25][C:26](=[O:37])[C:27]3[CH:32]=[CH:31][CH:30]=[C:29]([C:33]([F:36])([F:35])[F:34])[CH:28]=3)[CH2:18]2)[CH2:13][CH2:12]1.O.CCOC(C)=O. (6) Given the product [Cl:1][C:2]1[CH:17]=[CH:16][C:15]([Cl:18])=[CH:14][C:3]=1[O:4][C:5]1[C:10]([C:11]([N:35]2[C:44]3[C:39](=[CH:40][CH:41]=[CH:42][CH:43]=3)[CH2:38][CH2:37][CH2:36]2)=[O:13])=[CH:9][N:8]=[CH:7][N:6]=1, predict the reactants needed to synthesize it. The reactants are: [Cl:1][C:2]1[CH:17]=[CH:16][C:15]([Cl:18])=[CH:14][C:3]=1[O:4][C:5]1[C:10]([C:11]([OH:13])=O)=[CH:9][N:8]=[CH:7][N:6]=1.[I-].ClC1C=CC=C[N+]=1C.C(N(CC)CC)C.[NH:35]1[C:44]2[C:39](=[CH:40][CH:41]=[CH:42][CH:43]=2)[CH2:38][CH2:37][CH2:36]1.C(=O)(O)[O-].[Na+].